From a dataset of Full USPTO retrosynthesis dataset with 1.9M reactions from patents (1976-2016). Predict the reactants needed to synthesize the given product. (1) Given the product [Cl:1][C:2]1[CH:3]=[C:4]([CH2:30][OH:31])[C:5]2[C:6]([CH:29]=1)=[N:7][N:8]([CH2:10][C:11]([NH:15][C:16](=[O:28])[C:17]1[CH:18]=[CH:19][C:20]([O:23][C:24]([F:25])([F:27])[F:26])=[CH:21][CH:22]=1)([C:13]#[N:14])[CH3:12])[N:9]=2, predict the reactants needed to synthesize it. The reactants are: [Cl:1][C:2]1[CH:3]=[C:4]([CH:30]=[O:31])[C:5]2[C:6]([CH:29]=1)=[N:7][N:8]([CH2:10][C:11]([NH:15][C:16](=[O:28])[C:17]1[CH:22]=[CH:21][C:20]([O:23][C:24]([F:27])([F:26])[F:25])=[CH:19][CH:18]=1)([C:13]#[N:14])[CH3:12])[N:9]=2.C(O[BH-](OC(=O)C)OC(=O)C)(=O)C.[Na+]. (2) The reactants are: [Cl:1][C:2]1[S:6][C:5]([S:7]([N:10](S(C2SC(Cl)=CC=2)(=O)=O)[C:11]2[C:19]3[C:14](=[CH:15][C:16]([F:22])=[CH:17][C:18]=3[O:20][CH3:21])[N:13]([CH2:23][C:24]3[CH:29]=[CH:28][CH:27]=[C:26]([C:30]#N)[CH:25]=3)[N:12]=2)(=[O:9])=[O:8])=[CH:4][CH:3]=1.[OH-:41].[Na+].Cl.C[OH:45]. Given the product [Cl:1][C:2]1[S:6][C:5]([S:7]([NH:10][C:11]2[C:19]3[C:14](=[CH:15][C:16]([F:22])=[CH:17][C:18]=3[O:20][CH3:21])[N:13]([CH2:23][C:24]3[CH:25]=[C:26]([CH:27]=[CH:28][CH:29]=3)[C:30]([OH:45])=[O:41])[N:12]=2)(=[O:9])=[O:8])=[CH:4][CH:3]=1, predict the reactants needed to synthesize it.